From a dataset of Full USPTO retrosynthesis dataset with 1.9M reactions from patents (1976-2016). Predict the reactants needed to synthesize the given product. (1) Given the product [NH2:1][S:2]([C:5]1[CH:6]=[C:7]([N+:13]([O-:15])=[O:14])[CH:8]=[C:9]([CH3:12])[C:10]=1[O:17][CH3:16])(=[O:4])=[O:3], predict the reactants needed to synthesize it. The reactants are: [NH2:1][S:2]([C:5]1[CH:6]=[C:7]([N+:13]([O-:15])=[O:14])[CH:8]=[C:9]([CH3:12])[C:10]=1F)(=[O:4])=[O:3].[CH3:16][O-:17].[Na+]. (2) Given the product [C:4]([C:6]1[CH:7]=[C:8]2[N:14]=[C:13]([C:15]([C:21]3[C:29]([O:30][CH3:31])=[CH:28][C:27]([CH3:32])=[C:26]4[C:22]=3[CH:23]=[CH:24][N:25]4[C:33]([O:35][C:36]([CH3:39])([CH3:38])[CH3:37])=[O:34])([OH:20])[C:16]([F:19])([F:18])[F:17])[NH:12][C:9]2=[N:10][CH:11]=1)#[N:5], predict the reactants needed to synthesize it. The reactants are: Cl.CO.[C:4]([C:6]1[CH:7]=[C:8]2[N:14]=[C:13]([C:15]([C:21]3[C:29]([O:30][CH3:31])=[CH:28][C:27]([CH3:32])=[C:26]4[C:22]=3[CH:23]=[CH:24][N:25]4[C:33]([O:35][C:36]([CH3:39])([CH3:38])[CH3:37])=[O:34])([OH:20])[C:16]([F:19])([F:18])[F:17])[N:12](COCC[Si](C)(C)C)[C:9]2=[N:10][CH:11]=1)#[N:5]. (3) Given the product [CH2:1]([O:8][CH2:9][CH2:10][O:11][C:12]1[CH:24]=[CH:23][C:15]([C:16]([OH:18])=[O:17])=[C:14]([CH3:25])[N:13]=1)[C:2]1[CH:3]=[CH:4][CH:5]=[CH:6][CH:7]=1, predict the reactants needed to synthesize it. The reactants are: [CH2:1]([O:8][CH2:9][CH2:10][O:11][C:12]1[CH:24]=[CH:23][C:15]([C:16]([O:18]C(C)(C)C)=[O:17])=[C:14]([CH3:25])[N:13]=1)[C:2]1[CH:7]=[CH:6][CH:5]=[CH:4][CH:3]=1.FC(F)(F)C(O)=O.C1(C)C=CC=CC=1. (4) Given the product [CH2:1]([N:8]1[CH2:13][CH2:12][CH:11]([C:14]([O:16][CH2:17][CH3:18])=[O:15])[CH:10]([OH:19])[CH2:9]1)[C:2]1[CH:3]=[CH:4][CH:5]=[CH:6][CH:7]=1, predict the reactants needed to synthesize it. The reactants are: [CH2:1]([N:8]1[CH2:13][CH2:12][CH:11]([C:14]([O:16][CH2:17][CH3:18])=[O:15])[C:10](=[O:19])[CH2:9]1)[C:2]1[CH:7]=[CH:6][CH:5]=[CH:4][CH:3]=1.[Li]. (5) Given the product [OH:3][CH:4]([C:10]1[CH:11]=[CH:12][C:13]([N:16]([CH2:20][C:21]#[C:22][CH2:23][CH2:24][CH2:25][C:26]([OH:28])=[O:27])[C:17](=[O:19])[CH3:18])=[CH:14][CH:15]=1)[CH2:5][CH2:6][CH2:7][CH2:8][CH3:9], predict the reactants needed to synthesize it. The reactants are: [OH-].[Li+].[OH:3][CH:4]([C:10]1[CH:15]=[CH:14][C:13]([N:16]([CH2:20][C:21]#[C:22][CH2:23][CH2:24][CH2:25][C:26]([O:28]C)=[O:27])[C:17](=[O:19])[CH3:18])=[CH:12][CH:11]=1)[CH2:5][CH2:6][CH2:7][CH2:8][CH3:9].C(O)(=O)CC(CC(O)=O)(C(O)=O)O.